From a dataset of Forward reaction prediction with 1.9M reactions from USPTO patents (1976-2016). Predict the product of the given reaction. (1) Given the reactants [N:1]1([CH2:8][CH2:9][O:10][C:11]2[CH:19]=[CH:18][C:14]([C:15](Cl)=[O:16])=[CH:13][CH:12]=2)[CH2:7][CH2:6][CH2:5][CH2:4][CH2:3][CH2:2]1.[CH3:20][O:21][C:22]1[CH:31]=[CH:30][C:29]2[C:24](=[CH:25][CH:26]=[C:27]([O:32]C)[CH:28]=2)[CH:23]=1.[Cl-].[Cl-].[Cl-].[Al+3].O, predict the reaction product. The product is: [N:1]1([CH2:8][CH2:9][O:10][C:11]2[CH:19]=[CH:18][C:14]([C:15]([C:28]3[C:29]4[C:24](=[CH:23][C:22]([O:21][CH3:20])=[CH:31][CH:30]=4)[CH:25]=[CH:26][C:27]=3[OH:32])=[O:16])=[CH:13][CH:12]=2)[CH2:7][CH2:6][CH2:5][CH2:4][CH2:3][CH2:2]1. (2) Given the reactants [Br:1]Br.[F:3][C:4]1[CH:9]=[CH:8][C:7]([C:10]2[CH:15]=[CH:14][C:13]([C:16]([O:18][CH3:19])=[O:17])=[C:12]([OH:20])[CH:11]=2)=[CH:6][CH:5]=1.O, predict the reaction product. The product is: [Br:1][C:15]1[CH:14]=[C:13]([C:16]([O:18][CH3:19])=[O:17])[C:12]([OH:20])=[CH:11][C:10]=1[C:7]1[CH:6]=[CH:5][C:4]([F:3])=[CH:9][CH:8]=1.